From a dataset of Reaction yield outcomes from USPTO patents with 853,638 reactions. Predict the reaction yield, written as a fraction of the theoretical maximum amount of product (1.0 means a 100% yield; for example, 0.34 means a 34% yield). The reactants are C[O:2][C:3]1[N:4]=[N:5][C:6]([S:9]([C:12]2[O:13][C:14]3[CH:21]=[CH:20][C:19]([F:22])=[CH:18][C:15]=3[C:16]=2[CH3:17])(=[O:11])=[O:10])=[CH:7][CH:8]=1.Cl. The catalyst is O1CCOCC1. The product is [F:22][C:19]1[CH:20]=[CH:21][C:14]2[O:13][C:12]([S:9]([C:6]3[CH:7]=[CH:8][C:3](=[O:2])[NH:4][N:5]=3)(=[O:11])=[O:10])=[C:16]([CH3:17])[C:15]=2[CH:18]=1. The yield is 0.840.